This data is from Reaction yield outcomes from USPTO patents with 853,638 reactions. The task is: Predict the reaction yield, written as a fraction of the theoretical maximum amount of product (1.0 means a 100% yield; for example, 0.34 means a 34% yield). (1) The reactants are C([O:3][C:4](=O)[CH2:5][N:6]1[CH:11]=[CH:10][CH:9]=[C:8]([Br:12])[C:7]1=[O:13])C.O.[NH2:16][NH2:17]. The catalyst is C(O)CCC. The product is [Br:12][C:8]1[C:7](=[O:13])[N:6]([CH2:5][C:4]([NH:16][NH2:17])=[O:3])[CH:11]=[CH:10][CH:9]=1. The yield is 0.620. (2) The reactants are [Br:1][C:2]1[C:7](=[O:8])[N:6]([CH2:9][CH2:10][CH2:11][C:12]([O:14]CC)=[O:13])[N:5]=[CH:4][C:3]=1[NH:17][C@@H:18]1[CH2:23][C@@H:22]2[CH2:24][C@@H:20]([C:21]2([CH3:26])[CH3:25])[C@H:19]1[CH3:27].[OH-].[Na+].C(OCC)(=O)C. The catalyst is O1CCOCC1. The product is [Br:1][C:2]1[C:7](=[O:8])[N:6]([CH2:9][CH2:10][CH2:11][C:12]([OH:14])=[O:13])[N:5]=[CH:4][C:3]=1[NH:17][C@@H:18]1[CH2:23][C@@H:22]2[CH2:24][C@@H:20]([C:21]2([CH3:26])[CH3:25])[C@H:19]1[CH3:27]. The yield is 0.640. (3) The reactants are Br[C:2]1[CH:7]=[CH:6][C:5]([N:8]([CH2:12][CH3:13])[C:9](=[O:11])[CH3:10])=[C:4]([C:14]([CH3:17])([CH3:16])[CH3:15])[CH:3]=1.C([O-])(=O)C.[K+].[B:23]1([B:23]2[O:27][C:26]([CH3:29])([CH3:28])[C:25]([CH3:31])([CH3:30])[O:24]2)[O:27][C:26]([CH3:29])([CH3:28])[C:25]([CH3:31])([CH3:30])[O:24]1.O. The catalyst is CN(C)C=O.C1C=CC(P(C2C=CC=CC=2)[C-]2C=CC=C2)=CC=1.C1C=CC(P(C2C=CC=CC=2)[C-]2C=CC=C2)=CC=1.Cl[Pd]Cl.[Fe+2]. The product is [C:14]([C:4]1[CH:3]=[C:2]([B:23]2[O:27][C:26]([CH3:29])([CH3:28])[C:25]([CH3:31])([CH3:30])[O:24]2)[CH:7]=[CH:6][C:5]=1[N:8]([CH2:12][CH3:13])[C:9](=[O:11])[CH3:10])([CH3:17])([CH3:16])[CH3:15]. The yield is 1.00. (4) The reactants are I/[CH:2]=[CH:3]/[C:4]1[CH:5]=[N:6][N:7]([CH3:9])[CH:8]=1.[C:10]([C:12]1[CH:21]=[CH:20][C:15]([C:16]([O:18][CH3:19])=[O:17])=[CH:14][CH:13]=1)#[CH:11].N(C(C)C)C(C)C. The catalyst is C1COCC1.CCOC(C)=O.Cl[Pd](Cl)([P](C1C=CC=CC=1)(C1C=CC=CC=1)C1C=CC=CC=1)[P](C1C=CC=CC=1)(C1C=CC=CC=1)C1C=CC=CC=1.[Cu]I. The product is [CH3:9][N:7]1[CH:8]=[C:4](/[CH:3]=[CH:2]/[C:11]#[C:10][C:12]2[CH:21]=[CH:20][C:15]([C:16]([O:18][CH3:19])=[O:17])=[CH:14][CH:13]=2)[CH:5]=[N:6]1. The yield is 0.740. (5) The reactants are [NH:1](C(OCC1C=CC=CC=1)=O)[C@H:2]([C:10]([P:12]([O:20][C:21]1[CH:26]=[CH:25][CH:24]=[CH:23][CH:22]=1)[O:13][C:14]1[CH:19]=[CH:18][CH:17]=[CH:16][CH:15]=1)=[O:11])[CH2:3][C:4]1[CH:9]=[CH:8][CH:7]=[CH:6][CH:5]=1.CCOCC.[BrH:42].C(O)(=O)C. No catalyst specified. The product is [NH2:1][CH:2]([C:10]([P:12]([O:20][C:21]1[CH:22]=[CH:23][CH:24]=[CH:25][CH:26]=1)[O:13][C:14]1[CH:15]=[CH:16][CH:17]=[CH:18][CH:19]=1)=[O:11])[CH2:3][C:4]1[CH:5]=[CH:6][CH:7]=[CH:8][CH:9]=1.[BrH:42]. The yield is 0.940. (6) The reactants are [NH2:1][C:2]1[NH:3][CH:4]=[CH:5][N:6]=1.C(N(CC)CC)C.[C:14]1([O:20]C(Cl)=O)C=CC=CC=1.[NH2:24][C:25]1[CH:48]=[CH:47][C:28]([O:29][C:30]2[C:39]3[C:34](=[CH:35][C:36]([O:42][CH2:43][CH2:44][O:45][CH3:46])=[C:37]([C:40]#[N:41])[CH:38]=3)[N:33]=[CH:32][CH:31]=2)=[CH:27][CH:26]=1. The catalyst is CN(C)C=O.O.C(OCC)(=O)C. The product is [C:40]([C:37]1[CH:38]=[C:39]2[C:34](=[CH:35][C:36]=1[O:42][CH2:43][CH2:44][O:45][CH3:46])[N:33]=[CH:32][CH:31]=[C:30]2[O:29][C:28]1[CH:27]=[CH:26][C:25]([NH:24][C:14]([NH:1][C:2]2[NH:3][CH:4]=[CH:5][N:6]=2)=[O:20])=[CH:48][CH:47]=1)#[N:41]. The yield is 0.0898. (7) The reactants are [Br:1][C:2]1[CH:8]=[CH:7][CH:6]=[CH:5][C:3]=1[NH2:4].[CH:9]1([CH:12]=O)[CH2:11][CH2:10]1.C(O)(=O)C.C(O[BH-](OC(=O)C)OC(=O)C)(=O)C.[Na+]. The catalyst is ClCCl. The product is [Br:1][C:2]1[CH:8]=[CH:7][CH:6]=[CH:5][C:3]=1[NH:4][CH2:12][CH:9]1[CH2:11][CH2:10]1. The yield is 0.930.